From a dataset of Reaction yield outcomes from USPTO patents with 853,638 reactions. Predict the reaction yield, written as a fraction of the theoretical maximum amount of product (1.0 means a 100% yield; for example, 0.34 means a 34% yield). (1) The reactants are [CH3:1][S:2](Cl)(=[O:4])=[O:3].[Br:6][C:7]1[CH:8]=[C:9]([C:13]2([C:21]3[CH:26]=[CH:25][CH:24]=[C:23]([OH:27])[CH:22]=3)[NH:17][C:16](=[S:18])[N:15]([CH3:19])[C:14]2=[O:20])[CH:10]=[CH:11][CH:12]=1.C(N(CC)CC)C. The catalyst is ClCCl. The product is [CH3:1][S:2]([O:27][C:23]1[CH:24]=[CH:25][CH:26]=[C:21]([C:13]2([C:9]3[CH:10]=[CH:11][CH:12]=[C:7]([Br:6])[CH:8]=3)[C:14](=[O:20])[N:15]([CH3:19])[C:16](=[S:18])[NH:17]2)[CH:22]=1)(=[O:4])=[O:3]. The yield is 0.620. (2) The reactants are Br[C:2]1[CH:14]=[CH:13][C:5]2[N:6]=[C:7]([NH:9][C:10](=[O:12])[CH3:11])[S:8][C:4]=2[CH:3]=1.[B:15]1([B:15]2[O:19][C:18]([CH3:21])([CH3:20])[C:17]([CH3:23])([CH3:22])[O:16]2)[O:19][C:18]([CH3:21])([CH3:20])[C:17]([CH3:23])([CH3:22])[O:16]1.C([O-])(=O)C.[K+]. The catalyst is CS(C)=O.O.[Pd](Cl)Cl.C1(P(C2C=CC=CC=2)[C-]2C=CC=C2)C=CC=CC=1.[C-]1(P(C2C=CC=CC=2)C2C=CC=CC=2)C=CC=C1.[Fe+2]. The product is [CH3:22][C:17]1([CH3:23])[C:18]([CH3:21])([CH3:20])[O:19][B:15]([C:2]2[CH:14]=[CH:13][C:5]3[N:6]=[C:7]([NH:9][C:10](=[O:12])[CH3:11])[S:8][C:4]=3[CH:3]=2)[O:16]1. The yield is 0.883. (3) The reactants are [NH2:1][C:2]1[N:7]=[CH:6][N:5]=[C:4]2[N:8]([CH:30]3[CH2:35][CH2:34][CH2:33][N:32]([C:36](=[O:40])[CH2:37][C:38]#[N:39])[CH2:31]3)[N:9]=[C:10]([C:11]3[CH:16]=[CH:15][C:14]([NH:17][C:18](=[O:29])[C:19]4[CH:24]=[CH:23][C:22]([C:25]([F:28])([F:27])[F:26])=[CH:21][CH:20]=4)=[CH:13][CH:12]=3)[C:3]=12.[CH3:41][C:42]([CH3:46])([CH3:45])[CH:43]=O.N1CCCCC1. The catalyst is CO. The product is [NH2:1][C:2]1[N:7]=[CH:6][N:5]=[C:4]2[N:8]([CH:30]3[CH2:35][CH2:34][CH2:33][N:32]([C:36](=[O:40])[C:37]([C:38]#[N:39])=[CH:41][C:42]([CH3:46])([CH3:45])[CH3:43])[CH2:31]3)[N:9]=[C:10]([C:11]3[CH:12]=[CH:13][C:14]([NH:17][C:18](=[O:29])[C:19]4[CH:20]=[CH:21][C:22]([C:25]([F:28])([F:27])[F:26])=[CH:23][CH:24]=4)=[CH:15][CH:16]=3)[C:3]=12. The yield is 0.270. (4) The reactants are [OH:1][C:2]1[C:3]2[C:7]([CH:8]=[C:9]([C:11]([O:13][CH3:14])=[O:12])[CH:10]=1)=[N:6][N:5]([CH3:15])[CH:4]=2.Br[C:17]1[N:18]=[CH:19][C:20]([N:23]([CH3:27])[C:24](=[O:26])[CH3:25])=[N:21][CH:22]=1.C(=O)([O-])[O-].[K+].[K+].CC(C)(C(=O)CC(=O)C(C)(C)C)C. The catalyst is CN(C)C=O.[Cu](Cl)Cl. The product is [CH3:15][N:5]1[CH:4]=[C:3]2[C:7]([CH:8]=[C:9]([C:11]([O:13][CH3:14])=[O:12])[CH:10]=[C:2]2[O:1][C:17]2[CH:22]=[N:21][C:20]([N:23]([CH3:27])[C:24](=[O:26])[CH3:25])=[CH:19][N:18]=2)=[N:6]1. The yield is 0.470. (5) The reactants are Cl.CO[C:4]1[CH:9]=[CH:8][N:7]=[CH:6][C:5]=1[N+:10]([O-:12])=[O:11].[CH2:13]([NH2:15])[CH3:14]. The catalyst is C(O)C.O. The product is [CH2:13]([NH:15][C:4]1[CH:9]=[CH:8][N:7]=[CH:6][C:5]=1[N+:10]([O-:12])=[O:11])[CH3:14]. The yield is 0.960. (6) The reactants are FC1C=CC(OC2C=C(C=CC=2)N)=CC=1.FC(F)(OC1C=C(C=CC=1)C=O)C(F)F.C(O)(=O)C.[BH-](OC(C)=O)(OC(C)=O)OC(C)=O.[Na+].Cl.[OH-].[Na+].[F:52][C:53]1[CH:80]=[CH:79][C:56]([O:57][C:58]2[CH:59]=[C:60]([NH:64][CH2:65][C:66]3[CH:71]=[CH:70][CH:69]=[C:68]([O:72][C:73]([F:78])([F:77])[CH:74]([F:76])[F:75])[CH:67]=3)[CH:61]=[CH:62][CH:63]=2)=[CH:55][CH:54]=1.[F:81][C:82]([F:87])([F:86])[CH:83]1[O:85][CH2:84]1. The catalyst is ClC(Cl)C.C(#N)C.FC(F)(F)S([O-])(=O)=O.[Yb+3].FC(F)(F)S([O-])(=O)=O.FC(F)(F)S([O-])(=O)=O. The product is [F:52][C:53]1[CH:54]=[CH:55][C:56]([O:57][C:58]2[CH:59]=[C:60]([N:64]([CH2:65][C:66]3[CH:71]=[CH:70][CH:69]=[C:68]([O:72][C:73]([F:77])([F:78])[CH:74]([F:75])[F:76])[CH:67]=3)[CH2:84][CH:83]([OH:85])[C:82]([F:87])([F:86])[F:81])[CH:61]=[CH:62][CH:63]=2)=[CH:79][CH:80]=1. The yield is 0.810.